Dataset: Catalyst prediction with 721,799 reactions and 888 catalyst types from USPTO. Task: Predict which catalyst facilitates the given reaction. (1) Reactant: [N:1]1([CH2:7][CH2:8][C:9]2[CH:18]=[CH:17][C:12]3[C:13](=[O:16])[O:14][CH2:15][C:11]=3[CH:10]=2)[CH2:6][CH2:5][NH:4][CH2:3][CH2:2]1.O=[CH:20][CH2:21][C:22]1[CH:29]=[CH:28][C:25]([C:26]#[N:27])=[CH:24][CH:23]=1.C([BH3-])#N.[Na+].CC(O)=O. Product: [O:16]=[C:13]1[C:12]2[CH:17]=[CH:18][C:9]([CH2:8][CH2:7][N:1]3[CH2:6][CH2:5][N:4]([CH2:20][CH2:21][C:22]4[CH:29]=[CH:28][C:25]([C:26]#[N:27])=[CH:24][CH:23]=4)[CH2:3][CH2:2]3)=[CH:10][C:11]=2[CH2:15][O:14]1. The catalyst class is: 5. (2) Reactant: [H-].[Na+].[CH3:3][O:4][C:5]([CH3:10])([CH3:9])[CH2:6][CH2:7][OH:8].[CH3:11][O:12][CH:13]([O:16][CH3:17])[CH2:14]Br.O. Product: [CH3:11][O:12][CH:13]([O:16][CH3:17])[CH2:14][O:8][CH2:7][CH2:6][C:5]([O:4][CH3:3])([CH3:10])[CH3:9]. The catalyst class is: 1. (3) Reactant: [CH3:1][O:2][C:3]1[CH:4]=[C:5]([CH:26]=[CH:27][CH:28]=1)[O:6][C:7]1[CH:8]=[C:9]2[C:14](=[CH:15][CH:16]=1)[NH:13][C:12](=S)[C@@H:11]([NH:18][C:19](=[O:25])[O:20][C:21]([CH3:24])([CH3:23])[CH3:22])[CH2:10]2.Cl.[NH2:30][OH:31].C(=O)(O)[O-].[Na+]. Product: [OH:31][N:30]=[C:12]1[C@@H:11]([NH:18][C:19](=[O:25])[O:20][C:21]([CH3:24])([CH3:23])[CH3:22])[CH2:10][C:9]2[C:14](=[CH:15][CH:16]=[C:7]([O:6][C:5]3[CH:26]=[CH:27][CH:28]=[C:3]([O:2][CH3:1])[CH:4]=3)[CH:8]=2)[NH:13]1. The catalyst class is: 5. (4) Reactant: [C:1]([O:5][C:6]([N:8]1[CH2:13][CH2:12][C:11]([C:17]2[CH:22]=[CH:21][CH:20]=[CH:19][CH:18]=2)([C:14](O)=[O:15])[CH2:10][CH2:9]1)=[O:7])([CH3:4])([CH3:3])[CH3:2].C(N(C(C)C)CC)(C)C.S(Cl)(Cl)=O.[CH2:36]([NH2:43])[C:37]1[CH:42]=[CH:41][CH:40]=[CH:39][CH:38]=1. Product: [C:1]([O:5][C:6]([N:8]1[CH2:13][CH2:12][C:11]([C:14](=[O:15])[NH:43][CH2:36][C:37]2[CH:42]=[CH:41][CH:40]=[CH:39][CH:38]=2)([C:17]2[CH:22]=[CH:21][CH:20]=[CH:19][CH:18]=2)[CH2:10][CH2:9]1)=[O:7])([CH3:4])([CH3:2])[CH3:3]. The catalyst class is: 2.